Dataset: NCI-60 drug combinations with 297,098 pairs across 59 cell lines. Task: Regression. Given two drug SMILES strings and cell line genomic features, predict the synergy score measuring deviation from expected non-interaction effect. (1) Drug 1: CC(C)CN1C=NC2=C1C3=CC=CC=C3N=C2N. Drug 2: CC1C(C(CC(O1)OC2CC(CC3=C2C(=C4C(=C3O)C(=O)C5=CC=CC=C5C4=O)O)(C(=O)C)O)N)O. Cell line: M14. Synergy scores: CSS=37.5, Synergy_ZIP=1.25, Synergy_Bliss=-0.133, Synergy_Loewe=-29.7, Synergy_HSA=-2.35. (2) Drug 1: CCN(CC)CCNC(=O)C1=C(NC(=C1C)C=C2C3=C(C=CC(=C3)F)NC2=O)C. Drug 2: B(C(CC(C)C)NC(=O)C(CC1=CC=CC=C1)NC(=O)C2=NC=CN=C2)(O)O. Cell line: ACHN. Synergy scores: CSS=54.5, Synergy_ZIP=5.42, Synergy_Bliss=4.50, Synergy_Loewe=-29.4, Synergy_HSA=-6.90. (3) Drug 1: CN1C(=O)N2C=NC(=C2N=N1)C(=O)N. Drug 2: C(CCl)NC(=O)N(CCCl)N=O. Cell line: OVCAR-5. Synergy scores: CSS=-0.0100, Synergy_ZIP=2.65, Synergy_Bliss=3.90, Synergy_Loewe=-0.782, Synergy_HSA=-1.06. (4) Drug 1: C1=CC(=C2C(=C1NCCNCCO)C(=O)C3=C(C=CC(=C3C2=O)O)O)NCCNCCO. Drug 2: CC12CCC3C(C1CCC2OP(=O)(O)O)CCC4=C3C=CC(=C4)OC(=O)N(CCCl)CCCl.[Na+]. Cell line: BT-549. Synergy scores: CSS=27.8, Synergy_ZIP=-1.68, Synergy_Bliss=-4.10, Synergy_Loewe=-20.5, Synergy_HSA=-2.13. (5) Drug 1: CS(=O)(=O)CCNCC1=CC=C(O1)C2=CC3=C(C=C2)N=CN=C3NC4=CC(=C(C=C4)OCC5=CC(=CC=C5)F)Cl. Drug 2: C1=CC=C(C(=C1)C(C2=CC=C(C=C2)Cl)C(Cl)Cl)Cl. Cell line: IGROV1. Synergy scores: CSS=14.9, Synergy_ZIP=-5.25, Synergy_Bliss=-2.37, Synergy_Loewe=-17.7, Synergy_HSA=-2.71. (6) Drug 1: C1CN(CCN1C(=O)CCBr)C(=O)CCBr. Drug 2: C1CN(P(=O)(OC1)NCCCl)CCCl. Cell line: NCI-H460. Synergy scores: CSS=42.6, Synergy_ZIP=1.09, Synergy_Bliss=-4.02, Synergy_Loewe=-32.1, Synergy_HSA=-6.05. (7) Drug 1: CS(=O)(=O)CCNCC1=CC=C(O1)C2=CC3=C(C=C2)N=CN=C3NC4=CC(=C(C=C4)OCC5=CC(=CC=C5)F)Cl. Drug 2: CC1CC(C(C(C=C(C(C(C=CC=C(C(=O)NC2=CC(=O)C(=C(C1)C2=O)OC)C)OC)OC(=O)N)C)C)O)OC. Cell line: NCIH23. Synergy scores: CSS=51.6, Synergy_ZIP=0.859, Synergy_Bliss=-1.09, Synergy_Loewe=-5.97, Synergy_HSA=1.78.